This data is from Reaction yield outcomes from USPTO patents with 853,638 reactions. The task is: Predict the reaction yield, written as a fraction of the theoretical maximum amount of product (1.0 means a 100% yield; for example, 0.34 means a 34% yield). (1) The reactants are [CH3:1][O:2][C:3]1[CH:8]=[CH:7][CH:6]=[CH:5][C:4]=1[C:9]1[C:17]2[C:12](=[N:13][CH:14]=[C:15]([C:18]3[CH:19]=[C:20]([CH:23]=[CH:24][CH:25]=3)[CH:21]=O)[CH:16]=2)[N:11](COCC[Si](C)(C)C)[N:10]=1.[NH:34]1[CH2:38][CH2:37][CH2:36][CH2:35]1.Cl([O-])(=O)(=O)=O. The catalyst is C(O)(=O)C. The product is [CH3:1][O:2][C:3]1[CH:8]=[CH:7][CH:6]=[CH:5][C:4]=1[C:9]1[C:17]2[C:12](=[N:13][CH:14]=[C:15]([C:18]3[CH:25]=[CH:24][CH:23]=[C:20]([CH2:21][N:34]4[CH2:38][CH2:37][CH2:36][CH2:35]4)[CH:19]=3)[CH:16]=2)[NH:11][N:10]=1. The yield is 0.440. (2) The reactants are [O:1]1[CH:6]=[CH:5][CH2:4][CH2:3][CH2:2]1.Br[C:8]1[C:16]2[C:11](=[CH:12][CH:13]=[CH:14][CH:15]=2)[NH:10][N:9]=1. The catalyst is C(OCC)(=O)C.O.C1(C)C=CC(S(O)(=O)=O)=CC=1. The product is [O:1]1[CH2:2][CH2:3][CH2:4][CH2:5][CH:6]1[N:10]1[C:11]2[C:16](=[CH:15][CH:14]=[CH:13][CH:12]=2)[CH:8]=[N:9]1. The yield is 0.980. (3) The reactants are [C:1]([O:5][CH2:6][CH3:7])(=[O:4])[CH2:2][SH:3].[Br:8][C:9]1[CH:16]=[CH:15][C:12]([CH:13]=O)=[C:11](F)[CH:10]=1.C(N(CC)CC)C. The catalyst is CS(C)=O. The product is [Br:8][C:9]1[CH:10]=[CH:11][C:12]2[CH:13]=[C:2]([C:1]([O:5][CH2:6][CH3:7])=[O:4])[S:3][C:15]=2[CH:16]=1. The yield is 0.920. (4) The reactants are C([S:4][CH2:5][CH2:6][C:7]1[C:15]2[C:10](=[CH:11][CH:12]=[CH:13][CH:14]=2)[NH:9][C:8]=1[C:16]([O-:18])=[O:17])(=O)C. The catalyst is C1COCC1. The product is [SH:4][CH2:5][CH2:6][C:7]1[C:15]2[C:10](=[CH:11][CH:12]=[CH:13][CH:14]=2)[NH:9][C:8]=1[C:16]([OH:18])=[O:17]. The yield is 0.680. (5) The reactants are Cl.[NH2:2][CH:3]([C@H:9]([CH2:17]C)[CH2:10][CH:11]([CH3:16])[CH2:12][CH2:13][CH:14]=[CH2:15])[C:4]([O:6][CH2:7][CH3:8])=[O:5].CCN(C(C)C)C(C)C.[O:28](C(OC(C)(C)C)=O)[C:29]([O:31][C:32]([CH3:35])([CH3:34])[CH3:33])=O. The catalyst is C(Cl)Cl. The product is [C:32]([O:31][C:29]([NH:2][CH:3]([C@H:9]([CH3:17])[CH2:10][CH:11]([CH3:16])[CH2:12][CH2:13][CH:14]=[CH2:15])[C:4]([O:6][CH2:7][CH3:8])=[O:5])=[O:28])([CH3:35])([CH3:34])[CH3:33]. The yield is 0.625. (6) The reactants are C(O)(=O)C.[CH3:5][O:6][C:7]1[CH:8]=[CH:9][C:10]2[N:15]=[CH:14][C:13](=[O:16])[N:12]([CH2:17][CH2:18][CH:19]=O)[C:11]=2[N:21]=1.[NH2:22][C@H:23]1[CH2:27][N:26]([C:28]2[CH:29]=[CH:30][C:31]3[O:32][CH2:33][C:34](=[O:38])[NH:35][C:36]=3[N:37]=2)[C:25](=[O:39])[CH2:24]1.C(OC(=O)N[C@@H]1CC(=O)NC1)(C)(C)C.C(O[BH-](OC(=O)C)OC(=O)C)(=O)C.[Na+].C(=O)([O-])O.[Na+]. The catalyst is CN(C)C=O. The product is [CH3:5][O:6][C:7]1[CH:8]=[CH:9][C:10]2[N:15]=[CH:14][C:13](=[O:16])[N:12]([CH2:17][CH2:18][CH2:19][NH:22][C@H:23]3[CH2:27][N:26]([C:28]4[CH:29]=[CH:30][C:31]5[O:32][CH2:33][C:34](=[O:38])[NH:35][C:36]=5[N:37]=4)[C:25](=[O:39])[CH2:24]3)[C:11]=2[N:21]=1. The yield is 0.230. (7) The reactants are [Cl:1][C:2]1[C:11]2[C:6](=[CH:7][CH:8]=[C:9]([Cl:12])[N:10]=2)[N:5]=[CH:4][C:3]=1[C:13](=[O:16])[CH2:14][OH:15].N1C=CN=C1.[Si:22](Cl)([C:25]([CH3:28])([CH3:27])[CH3:26])([CH3:24])[CH3:23].C([O-])(O)=O.[Na+]. The catalyst is CN(C=O)C. The product is [Si:22]([O:15][CH2:14][C:13]([C:3]1[CH:4]=[N:5][C:6]2[C:11]([C:2]=1[Cl:1])=[N:10][C:9]([Cl:12])=[CH:8][CH:7]=2)=[O:16])([C:25]([CH3:28])([CH3:27])[CH3:26])([CH3:24])[CH3:23]. The yield is 0.470. (8) The reactants are [CH:1](=O)[CH2:2][CH3:3].[CH:5](=[O:9])[CH:6]([CH3:8])[CH3:7].N1CCC[C@H]1C(O)=[O:13]. The catalyst is CN(C)C=O.C(OCC)C. The product is [OH:9][C@@H:5]([CH:2]([CH3:3])[CH3:1])[C@H:6]([CH3:8])[CH:7]=[O:13]. The yield is 0.820. (9) The reactants are [Br:1][C:2]1[C:13]([CH3:14])=[N:12][C:5]2=[N:6][C:7](Cl)=[C:8]([Cl:10])[N:9]=[C:4]2[CH:3]=1.Cl.[NH:16]1[CH2:19][CH:18]([N:20]([CH3:28])[C:21](=[O:27])[O:22][C:23]([CH3:26])([CH3:25])[CH3:24])[CH2:17]1. The catalyst is C(Cl)Cl. The product is [Br:1][C:2]1[C:13]([CH3:14])=[N:12][C:5]2=[N:6][C:7]([N:16]3[CH2:19][CH:18]([N:20]([CH3:28])[C:21](=[O:27])[O:22][C:23]([CH3:24])([CH3:25])[CH3:26])[CH2:17]3)=[C:8]([Cl:10])[N:9]=[C:4]2[CH:3]=1. The yield is 0.280. (10) The reactants are Cl.[CH3:2][O:3][C:4](=[O:11])[C@H:5]([C@H:7]([CH2:9][CH3:10])[CH3:8])[NH2:6].Cl[C:13]([O:15][C:16]1[CH:21]=[CH:20][C:19]([N+:22]([O-:24])=[O:23])=[CH:18][CH:17]=1)=[O:14].CN1CCOCC1. The catalyst is ClCCl. The product is [CH3:8][C@@H:7]([CH2:9][CH3:10])[C@H:5]([NH:6][C:13]([O:15][C:16]1[CH:17]=[CH:18][C:19]([N+:22]([O-:24])=[O:23])=[CH:20][CH:21]=1)=[O:14])[C:4]([O:3][CH3:2])=[O:11]. The yield is 0.980.